From a dataset of NCI-60 drug combinations with 297,098 pairs across 59 cell lines. Regression. Given two drug SMILES strings and cell line genomic features, predict the synergy score measuring deviation from expected non-interaction effect. Drug 1: CNC(=O)C1=CC=CC=C1SC2=CC3=C(C=C2)C(=NN3)C=CC4=CC=CC=N4. Drug 2: CC1=C2C(C(=O)C3(C(CC4C(C3C(C(C2(C)C)(CC1OC(=O)C(C(C5=CC=CC=C5)NC(=O)OC(C)(C)C)O)O)OC(=O)C6=CC=CC=C6)(CO4)OC(=O)C)OC)C)OC. Cell line: OVCAR-5. Synergy scores: CSS=56.0, Synergy_ZIP=12.5, Synergy_Bliss=12.3, Synergy_Loewe=-18.3, Synergy_HSA=11.6.